This data is from HIV replication inhibition screening data with 41,000+ compounds from the AIDS Antiviral Screen. The task is: Binary Classification. Given a drug SMILES string, predict its activity (active/inactive) in a high-throughput screening assay against a specified biological target. (1) The compound is CCOC(=O)C(=Cc1ccccc1)C(=O)O. The result is 0 (inactive). (2) The molecule is Oc1cc(O)c(C2c3ccc(O)cc3OC(c3ccc(O)c(O)c3)C2O)c(O)c1. The result is 0 (inactive).